This data is from Peptide-MHC class I binding affinity with 185,985 pairs from IEDB/IMGT. The task is: Regression. Given a peptide amino acid sequence and an MHC pseudo amino acid sequence, predict their binding affinity value. This is MHC class I binding data. (1) The peptide sequence is AYIDNYNKF. The MHC is HLA-B15:03 with pseudo-sequence HLA-B15:03. The binding affinity (normalized) is 0.401. (2) The peptide sequence is ISVQPLWEW. The MHC is HLA-B27:05 with pseudo-sequence HLA-B27:05. The binding affinity (normalized) is 0.0847. (3) The peptide sequence is NLKAMLYIIR. The MHC is HLA-A33:01 with pseudo-sequence HLA-A33:01. The binding affinity (normalized) is 0.548. (4) The binding affinity (normalized) is 0.580. The MHC is HLA-B44:03 with pseudo-sequence HLA-B44:03. The peptide sequence is AEVQIDRLI. (5) The peptide sequence is YQGMLPVCPL. The MHC is HLA-A02:02 with pseudo-sequence HLA-A02:02. The binding affinity (normalized) is 0.672. (6) The peptide sequence is KFLDWMIFI. The MHC is HLA-A02:06 with pseudo-sequence HLA-A02:06. The binding affinity (normalized) is 0.548. (7) The peptide sequence is CGDPSSFEY. The MHC is HLA-A24:02 with pseudo-sequence HLA-A24:02. The binding affinity (normalized) is 0. (8) The peptide sequence is FTKDGKLDDT. The MHC is HLA-A02:01 with pseudo-sequence HLA-A02:01. The binding affinity (normalized) is 0.363. (9) The peptide sequence is PHINVELSL. The MHC is Mamu-A07 with pseudo-sequence Mamu-A07. The binding affinity (normalized) is 0.489. (10) The peptide sequence is LIFRGPNVV. The MHC is HLA-A29:02 with pseudo-sequence HLA-A29:02. The binding affinity (normalized) is 0.